This data is from Forward reaction prediction with 1.9M reactions from USPTO patents (1976-2016). The task is: Predict the product of the given reaction. (1) Given the reactants [C:1]([O:5][C:6]1[CH:11]=[CH:10][C:9]([CH2:12][C@H:13]([NH:37]C(=O)OCC2C3C=CC=CC=3C3C2=CC=CC=3)[C:14]([N:16]([C@@H:28]([CH3:36])[CH:29]([O:33][CH2:34][CH3:35])[O:30][CH2:31][CH3:32])[CH2:17][C:18]2[CH:27]=[CH:26][CH:25]=[C:24]3[C:19]=2[CH:20]=[CH:21][N:22]=[CH:23]3)=[O:15])=[CH:8][CH:7]=1)([CH3:4])([CH3:3])[CH3:2].N1CCCCC1, predict the reaction product. The product is: [NH2:37][C@@H:13]([CH2:12][C:9]1[CH:8]=[CH:7][C:6]([O:5][C:1]([CH3:4])([CH3:3])[CH3:2])=[CH:11][CH:10]=1)[C:14]([N:16]([C@@H:28]([CH3:36])[CH:29]([O:30][CH2:31][CH3:32])[O:33][CH2:34][CH3:35])[CH2:17][C:18]1[CH:27]=[CH:26][CH:25]=[C:24]2[C:19]=1[CH:20]=[CH:21][N:22]=[CH:23]2)=[O:15]. (2) Given the reactants C([N:5]1[C:9]2=[N:10][CH:11]=[CH:12][CH:13]=[C:8]2[C@@:7]2([CH2:21][C:20]3[C:15](=[CH:16][CH:17]=[C:18]([C:22]([O:24]C)=[O:23])[CH:19]=3)[CH2:14]2)[C:6]1=[O:26])(C)(C)C.[OH-].[Na+].Cl, predict the reaction product. The product is: [O:26]=[C:6]1[NH:5][C:9]2=[N:10][CH:11]=[CH:12][CH:13]=[C:8]2[C@:7]21[CH2:21][C:20]1[C:15](=[CH:16][CH:17]=[C:18]([C:22]([OH:24])=[O:23])[CH:19]=1)[CH2:14]2. (3) Given the reactants [CH3:1][C:2]1[C:10]2[C:9]([C:11](O)=[O:12])=[CH:8][C:7]([CH3:14])=[N:6][C:5]=2[N:4]([C:15]2[CH:20]=[CH:19][CH:18]=[CH:17][CH:16]=2)[N:3]=1.[CH3:21][C:22]1[CH:23]=[N:24][CH:25]=[C:26]([CH3:29])[C:27]=1[NH2:28].N1C=CC=CC=1.P(Cl)(Cl)(Cl)=O, predict the reaction product. The product is: [CH3:21][C:22]1[CH:23]=[N:24][CH:25]=[C:26]([CH3:29])[C:27]=1[NH:28][C:11]([C:9]1[C:10]2[C:2]([CH3:1])=[N:3][N:4]([C:15]3[CH:20]=[CH:19][CH:18]=[CH:17][CH:16]=3)[C:5]=2[N:6]=[C:7]([CH3:14])[CH:8]=1)=[O:12]. (4) Given the reactants [CH2:1]([C:8]12[CH2:24][CH2:23][C:22](=[O:25])[CH:21]=[C:9]1[CH2:10][CH2:11][CH2:12][C:13]1[CH:18]=[C:17]([O:19]C)[CH:16]=[CH:15][C:14]=12)[C:2]1[CH:7]=[CH:6][CH:5]=[CH:4][CH:3]=1, predict the reaction product. The product is: [CH2:1]([C:8]12[CH2:24][CH2:23][C:22](=[O:25])[CH:21]=[C:9]1[CH2:10][CH2:11][CH2:12][C:13]1[CH:18]=[C:17]([OH:19])[CH:16]=[CH:15][C:14]=12)[C:2]1[CH:3]=[CH:4][CH:5]=[CH:6][CH:7]=1. (5) Given the reactants [CH2:1]([S:3][C:4]1[N:9]=[N:8][C:7]([C:10]([OH:12])=O)=[CH:6][CH:5]=1)[CH3:2].C1N=CN(C(N2C=NC=C2)=O)C=1.Cl.[NH2:26][CH2:27][C:28]1[CH:29]=[C:30]2[C:34](=[CH:35][CH:36]=1)[C:33](=[O:37])[N:32]([C:38]1([CH3:46])[CH2:43][CH2:42][C:41](=[O:44])[NH:40][C:39]1=[O:45])[C:31]2=[O:47].O, predict the reaction product. The product is: [CH3:46][C:38]1([N:32]2[C:31](=[O:47])[C:30]3[C:34](=[CH:35][CH:36]=[C:28]([CH2:27][NH:26][C:10]([C:7]4[N:8]=[N:9][C:4]([S:3][CH2:1][CH3:2])=[CH:5][CH:6]=4)=[O:12])[CH:29]=3)[C:33]2=[O:37])[CH2:43][CH2:42][C:41](=[O:44])[NH:40][C:39]1=[O:45]. (6) Given the reactants [C:1]([O:5][C:6]([N:8]([CH3:10])[NH2:9])=[O:7])([CH3:4])([CH3:3])[CH3:2].[F:11][C:12]([F:27])([F:26])[C:13]1[CH:18]=[CH:17][C:16]([C:19]([F:22])([F:21])[F:20])=[CH:15][C:14]=1B(O)O.C(N(CC)CC)C, predict the reaction product. The product is: [C:1]([O:5][C:6]([N:8]([CH3:10])[NH:9][C:14]1[CH:15]=[C:16]([C:19]([F:22])([F:21])[F:20])[CH:17]=[CH:18][C:13]=1[C:12]([F:11])([F:26])[F:27])=[O:7])([CH3:4])([CH3:3])[CH3:2]. (7) Given the reactants [Cl:1][C:2]1[CH:7]=[CH:6][C:5](Cl)=[CH:4][C:3]=1[S:9]([NH:12][CH2:13][C:14]1[CH:15]=[C:16]([C:20]2[CH:21]=[C:22]3[C:26](=[C:27]([C:29]([NH2:31])=[O:30])[CH:28]=2)[NH:25][CH:24]=[C:23]3[CH:32]2[CH2:37][CH2:36][N:35]([S:38]([CH2:41][CH3:42])(=[O:40])=[O:39])[CH2:34][CH2:33]2)[CH:17]=[CH:18][CH:19]=1)(=[O:11])=[O:10].ClC1C=CC(Cl)=CC=1S(Cl)(=O)=O, predict the reaction product. The product is: [Cl:1][C:2]1[CH:7]=[CH:6][CH:5]=[CH:4][C:3]=1[S:9]([NH:12][CH2:13][C:14]1[CH:15]=[C:16]([C:20]2[CH:21]=[C:22]3[C:26](=[C:27]([C:29]([NH2:31])=[O:30])[CH:28]=2)[NH:25][CH:24]=[C:23]3[CH:32]2[CH2:33][CH2:34][N:35]([S:38]([CH2:41][CH3:42])(=[O:39])=[O:40])[CH2:36][CH2:37]2)[CH:17]=[CH:18][CH:19]=1)(=[O:11])=[O:10].